From a dataset of Catalyst prediction with 721,799 reactions and 888 catalyst types from USPTO. Predict which catalyst facilitates the given reaction. (1) Reactant: [Na].[CH2:2]([OH:6])[CH2:3][CH2:4][CH3:5].Cl[C:8]1[N:16]=[C:15]2[C:11]([NH:12][CH:13]=[N:14]2)=[C:10]([NH2:17])[N:9]=1. Product: [CH2:2]([O:6][C:8]1[N:16]=[C:15]2[C:11]([NH:12][CH:13]=[N:14]2)=[C:10]([NH2:17])[N:9]=1)[CH2:3][CH2:4][CH3:5]. The catalyst class is: 6. (2) Reactant: [C:1]1([CH2:6][CH2:7][CH2:8][C:9](=[O:11])[CH3:10])[CH2:5][CH2:4][CH2:3][CH:2]=1.[CH3:12][Mg]Br.Cl. Product: [C:1]1([CH2:6][CH2:7][CH2:8][C:9]([CH3:12])([OH:11])[CH3:10])[CH2:5][CH2:4][CH2:3][CH:2]=1. The catalyst class is: 27. (3) Reactant: [I:1][C:2]1[CH:9]=[CH:8][C:5]([CH2:6]Cl)=[CH:4][CH:3]=1.[P:10]([O:17]CC)([O:14][CH2:15][CH3:16])[O:11][CH2:12][CH3:13]. Product: [I:1][C:2]1[CH:9]=[CH:8][C:5]([CH2:6][P:10](=[O:17])([O:14][CH2:15][CH3:16])[O:11][CH2:12][CH3:13])=[CH:4][CH:3]=1. The catalyst class is: 11. (4) Reactant: [CH3:1][C:2]1[CH:3]=[CH:4][C:5]([NH:11][CH2:12][CH2:13][C:14]([F:17])([F:16])[F:15])=[C:6]([CH:10]=1)[C:7]([OH:9])=O.CCN=C=NCCCN(C)C.C1C=CC2N(O)N=NC=2C=1.CCN(C(C)C)C(C)C.[CH3:48][C:49]([NH2:53])([C:51]#[CH:52])[CH3:50]. Product: [CH3:1][C:2]1[CH:3]=[CH:4][C:5]([NH:11][CH2:12][CH2:13][C:14]([F:17])([F:16])[F:15])=[C:6]([CH:10]=1)[C:7]([NH:53][C:49]([CH3:50])([C:51]#[CH:52])[CH3:48])=[O:9]. The catalyst class is: 2. (5) Reactant: [OH-].[Na+].CO.[C:5]([NH:13][C:14]1[CH:23]=[C:22]([O:24][CH2:25][CH2:26][C:27]2[CH:32]=[CH:31][CH:30]=[CH:29][CH:28]=2)[CH:21]=[CH:20][C:15]=1[C:16]([O:18]C)=[O:17])(=[O:12])[C:6]1[CH:11]=[CH:10][CH:9]=[CH:8][CH:7]=1. Product: [C:5]([NH:13][C:14]1[CH:23]=[C:22]([O:24][CH2:25][CH2:26][C:27]2[CH:32]=[CH:31][CH:30]=[CH:29][CH:28]=2)[CH:21]=[CH:20][C:15]=1[C:16]([OH:18])=[O:17])(=[O:12])[C:6]1[CH:7]=[CH:8][CH:9]=[CH:10][CH:11]=1. The catalyst class is: 7. (6) Reactant: [CH2:1]([O:8][C:9]([N:11]1[CH2:16][CH2:15][CH:14]([C:17]([OH:19])=[O:18])[CH2:13][CH2:12]1)=[O:10])[C:2]1[CH:7]=[CH:6][CH:5]=[CH:4][CH:3]=1.[C:20](O)([CH3:23])([CH3:22])[CH3:21].O.ClC1C=CC2N=NN(OC(=[N+](C)C)N(C)C)C=2C=1. Product: [N:11]1([C:9]([O:8][CH2:1][C:2]2[CH:3]=[CH:4][CH:5]=[CH:6][CH:7]=2)=[O:10])[CH2:12][CH2:13][CH:14]([C:17]([O:19][C:20]([CH3:23])([CH3:22])[CH3:21])=[O:18])[CH2:15][CH2:16]1. The catalyst class is: 64. (7) Reactant: C1C=C(Cl)C=C(C(OO)=O)C=1.[CH3:12][NH:13][C:14](=[O:34])[CH2:15][CH2:16][CH2:17][N:18]1[C:30]2[C:29]3[CH:28]=[CH:27][CH:26]=[CH:25][C:24]=3[N:23]=[CH:22][C:21]=2[N:20]=[C:19]1[CH2:31][CH2:32][CH3:33].[OH-].[NH4+:36].C1(C)C=CC(S(Cl)(=O)=O)=CC=1. Product: [NH2:36][C:22]1[C:21]2[N:20]=[C:19]([CH2:31][CH2:32][CH3:33])[N:18]([CH2:17][CH2:16][CH2:15][C:14]([NH:13][CH3:12])=[O:34])[C:30]=2[C:29]2[CH:28]=[CH:27][CH:26]=[CH:25][C:24]=2[N:23]=1. The catalyst class is: 22. (8) Reactant: [H-].[Na+].[CH2:3]([O:5][C:6]([PH:11](=[O:15])[O:12][CH2:13][CH3:14])([O:8][CH2:9][CH3:10])[CH3:7])[CH3:4].[CH2:16](I)C.O. Product: [CH2:9]([O:8][C:6]([P:11]([CH3:16])(=[O:15])[O:12][CH2:13][CH3:14])([O:5][CH2:3][CH3:4])[CH3:7])[CH3:10]. The catalyst class is: 1. (9) Reactant: [C:1]([N:4]1[C:9]2=[CH:10][CH:11]=[C:12]3[C:17]([N:16]=[C:15]([CH:18]([CH3:20])[CH3:19])[N:14]([C:21]4[CH:26]=[CH:25][C:24]([Cl:27])=[CH:23][CH:22]=4)[C:13]3=[O:28])=[C:8]2[CH:7]=[CH:6][CH2:5]1)(=[O:3])[CH3:2]. Product: [C:1]([N:4]1[C:9]2=[CH:10][CH:11]=[C:12]3[C:17]([N:16]=[C:15]([CH:18]([CH3:20])[CH3:19])[N:14]([C:21]4[CH:22]=[CH:23][C:24]([Cl:27])=[CH:25][CH:26]=4)[C:13]3=[O:28])=[C:8]2[CH2:7][CH2:6][CH2:5]1)(=[O:3])[CH3:2]. The catalyst class is: 285.